From a dataset of Full USPTO retrosynthesis dataset with 1.9M reactions from patents (1976-2016). Predict the reactants needed to synthesize the given product. (1) Given the product [Cl:1][C:2]1[CH:3]=[CH:4][C:5]2[N:11]3[C:12]([C:15]([F:17])([F:16])[F:18])=[N:13][N:14]=[C:10]3[CH:9]([CH2:19][C:20]3[O:21][C:22]([CH2:25][CH2:26][C:27]([OH:29])=[O:28])=[CH:23][N:24]=3)[CH2:8][CH:7]([C:31]3[CH:36]=[CH:35][CH:34]=[C:33]([O:37][CH3:38])[C:32]=3[O:39][CH3:40])[C:6]=2[CH:41]=1, predict the reactants needed to synthesize it. The reactants are: [Cl:1][C:2]1[CH:3]=[CH:4][C:5]2[N:11]3[C:12]([C:15]([F:18])([F:17])[F:16])=[N:13][N:14]=[C:10]3[CH:9]([CH2:19][C:20]3[O:21][C:22]([CH2:25][CH2:26][C:27]([O:29]C)=[O:28])=[CH:23][N:24]=3)[CH2:8][CH:7]([C:31]3[CH:36]=[CH:35][CH:34]=[C:33]([O:37][CH3:38])[C:32]=3[O:39][CH3:40])[C:6]=2[CH:41]=1.C(=O)([O-])[O-].[K+].[K+].Cl. (2) Given the product [CH3:1][O:2][C:3]1[CH:8]=[C:7]([OH:19])[CH:6]=[N:5][CH:4]=1, predict the reactants needed to synthesize it. The reactants are: [CH3:1][O:2][C:3]1[CH:4]=[N:5][CH:6]=[C:7](B2OC(C)(C)C(C)(C)O2)[CH:8]=1.B1([O-])O[O:19]1.O.O.O.O.[Na+].